This data is from Full USPTO retrosynthesis dataset with 1.9M reactions from patents (1976-2016). The task is: Predict the reactants needed to synthesize the given product. (1) Given the product [Cl:29][C:30]1[CH:35]=[CH:34][CH:33]=[CH:32][C:31]=1[C:36]1[N:38]=[C:26]([CH:12]2[CH2:13][CH:14]([C:16]3[CH:21]=[CH:20][C:19]([C:22]([F:24])([F:23])[F:25])=[CH:18][CH:17]=3)[CH2:15][N:10]([C:8]([N:5]3[CH2:6][CH2:7][CH:2]([OH:1])[CH2:3][CH2:4]3)=[O:9])[CH2:11]2)[O:27][N:37]=1, predict the reactants needed to synthesize it. The reactants are: [OH:1][CH:2]1[CH2:7][CH2:6][N:5]([C:8]([N:10]2[CH2:15][CH:14]([C:16]3[CH:21]=[CH:20][C:19]([C:22]([F:25])([F:24])[F:23])=[CH:18][CH:17]=3)[CH2:13][CH:12]([C:26](O)=[O:27])[CH2:11]2)=[O:9])[CH2:4][CH2:3]1.[Cl:29][C:30]1[CH:35]=[CH:34][CH:33]=[CH:32][C:31]=1[C:36](=[N:38]O)[NH2:37]. (2) Given the product [O:21]=[C:18]1[NH:31][CH:24]=[C:25]([C:2]2[CH:17]=[CH:16][C:5]([CH2:6][CH2:7][NH:8][C:9](=[O:15])[O:10][C:11]([CH3:14])([CH3:13])[CH3:12])=[CH:4][CH:3]=2)[CH:26]=[CH:27]1, predict the reactants needed to synthesize it. The reactants are: Br[C:2]1[CH:17]=[CH:16][C:5]([CH2:6][CH2:7][NH:8][C:9](=[O:15])[O:10][C:11]([CH3:14])([CH3:13])[CH3:12])=[CH:4][CH:3]=1.[C:18](=[O:21])([O-])[O-].[Na+].[Na+].[CH2:24]([N:31]1C=C(B2OC(C)(C)C(C)(C)O2)C=N1)[C:25]1C=CC=[CH:27][CH:26]=1. (3) Given the product [O:17]=[C:15]1[O:14][C:8]2([CH2:13][CH2:12][CH2:11][CH2:10][CH2:9]2)[C:6]2[CH:7]=[C:2](/[C:20](/[CH3:21])=[CH:19]/[C:18]([NH2:23])=[O:22])[CH:3]=[CH:4][C:5]=2[NH:16]1, predict the reactants needed to synthesize it. The reactants are: Br[C:2]1[CH:3]=[CH:4][C:5]2[NH:16][C:15](=[O:17])[O:14][C:8]3([CH2:13][CH2:12][CH2:11][CH2:10][CH2:9]3)[C:6]=2[CH:7]=1.[C:18]([NH2:23])(=[O:22])/[CH:19]=[CH:20]/[CH3:21]. (4) The reactants are: [CH2:1]([N:8]1[CH2:14][CH:13]2[C:15](=[O:16])[CH:10]([CH2:11][CH2:12]2)[CH2:9]1)[C:2]1[CH:7]=[CH:6][CH:5]=[CH:4][CH:3]=1.[BH4-].[Na+]. Given the product [CH2:1]([N:8]1[CH2:14][CH:13]2[CH:15]([OH:16])[CH:10]([CH2:11][CH2:12]2)[CH2:9]1)[C:2]1[CH:3]=[CH:4][CH:5]=[CH:6][CH:7]=1, predict the reactants needed to synthesize it. (5) Given the product [PH4+:18].[Br-:11].[CH3:4][C:3]([CH2:5][CH2:6][CH:7]=[C:8]([CH3:10])[CH3:9])=[CH:2][CH2:1][P+:18]([C:19]1[CH:20]=[CH:21][CH:22]=[CH:23][CH:24]=1)([C:25]1[CH:30]=[CH:29][CH:28]=[CH:27][CH:26]=1)[C:12]1[CH:13]=[CH:14][CH:15]=[CH:16][CH:17]=1, predict the reactants needed to synthesize it. The reactants are: [CH2:1]([Br:11])/[CH:2]=[C:3](/[CH2:5][CH2:6][CH:7]=[C:8]([CH3:10])[CH3:9])\[CH3:4].[C:12]1([P:18]([C:25]2[CH:30]=[CH:29][CH:28]=[CH:27][CH:26]=2)[C:19]2[CH:24]=[CH:23][CH:22]=[CH:21][CH:20]=2)[CH:17]=[CH:16][CH:15]=[CH:14][CH:13]=1. (6) Given the product [N:1]([CH2:4][CH2:5][NH:6][C:7](=[O:21])[CH2:8][CH2:9][CH2:10][CH2:11][CH2:12][CH2:13][CH2:14][CH2:15][CH2:16][CH2:17][CH2:18][CH2:19][CH2:20][CH2:25][CH3:26])=[N+:2]=[N-:3], predict the reactants needed to synthesize it. The reactants are: [N:1]([CH2:4][CH2:5][NH:6][C:7](=[O:21])[CH2:8][CH2:9][CH2:10][CH2:11][CH2:12][CH2:13][CH2:14][CH2:15][CH2:16][CH2:17][CH2:18][CH2:19][CH3:20])=[N+:2]=[N-:3].N([CH2:25][CH2:26]N)=[N+]=[N-].C(N(CC)CC)C. (7) Given the product [BrH:1].[CH:15]([C:2]1[S:23][C:19]2=[N:18][CH2:22][CH2:21][N:20]2[C:3]=1[C:5]1[C:14]2[C:9](=[CH:10][CH:11]=[CH:12][CH:13]=2)[CH:8]=[CH:7][CH:6]=1)([CH3:17])[CH3:16], predict the reactants needed to synthesize it. The reactants are: [Br:1][CH:2]([CH:15]([CH3:17])[CH3:16])[C:3]([C:5]1[C:14]2[C:9](=[CH:10][CH:11]=[CH:12][CH:13]=2)[CH:8]=[CH:7][CH:6]=1)=O.[NH:18]1[CH2:22][CH2:21][NH:20][C:19]1=[S:23].CCO. (8) Given the product [CH3:51][C:52]1[CH:57]=[CH:56][C:55]([S:58]([O:32][CH2:31][CH2:30][C:18]2([C:22]3[CH:27]=[CH:26][C:25]([Cl:28])=[C:24]([Cl:29])[CH:23]=3)[O:19][CH2:20][CH2:21][N:16]([C:14](=[O:15])[CH2:13][C:5]3[CH:6]=[C:7]([C:9]([F:10])([F:11])[F:12])[CH:8]=[C:3]([C:2]([F:1])([F:33])[F:34])[CH:4]=3)[CH2:17]2)(=[O:60])=[O:59])=[CH:54][CH:53]=1, predict the reactants needed to synthesize it. The reactants are: [F:1][C:2]([F:34])([F:33])[C:3]1[CH:4]=[C:5]([CH2:13][C:14]([N:16]2[CH2:21][CH2:20][O:19][C:18]([CH2:30][CH2:31][OH:32])([C:22]3[CH:27]=[CH:26][C:25]([Cl:28])=[C:24]([Cl:29])[CH:23]=3)[CH2:17]2)=[O:15])[CH:6]=[C:7]([C:9]([F:12])([F:11])[F:10])[CH:8]=1.CN(C1C=CC=CN=1)C.C(N(CC)CC)C.[CH3:51][C:52]1[CH:57]=[CH:56][C:55]([S:58](Cl)(=[O:60])=[O:59])=[CH:54][CH:53]=1.Cl.